Task: Predict the product of the given reaction.. Dataset: Forward reaction prediction with 1.9M reactions from USPTO patents (1976-2016) (1) Given the reactants [CH2:1]([O:8][C:9](=[O:54])[N:10]([CH2:40][CH2:41][CH2:42][NH:43][C:44]([O:46][CH2:47][C:48]1[CH:53]=[CH:52][CH:51]=[CH:50][CH:49]=1)=[O:45])[CH2:11][CH2:12][CH2:13][CH2:14][N:15]([C:30]([O:32][CH2:33][C:34]1[CH:39]=[CH:38][CH:37]=[CH:36][CH:35]=1)=[O:31])[CH2:16][CH2:17][CH2:18][NH:19][C:20]([C:22]1[CH:23]=[N:24][C:25]([NH:28][NH2:29])=[CH:26][CH:27]=1)=[O:21])[C:2]1[CH:7]=[CH:6][CH:5]=[CH:4][CH:3]=1.C(N(CC)CC)C.[C:62](=O)([O:68]C(C)(C)C)[O:63][C:64]([CH3:67])([CH3:66])[CH3:65], predict the reaction product. The product is: [C:64]([O:63][C:62]([NH:29][NH:28][C:25]1[CH:26]=[CH:27][C:22]([C:20](=[O:21])[NH:19][CH2:18][CH2:17][CH2:16][N:15]([C:30]([O:32][CH2:33][C:34]2[CH:35]=[CH:36][CH:37]=[CH:38][CH:39]=2)=[O:31])[CH2:14][CH2:13][CH2:12][CH2:11][N:10]([C:9]([O:8][CH2:1][C:2]2[CH:3]=[CH:4][CH:5]=[CH:6][CH:7]=2)=[O:54])[CH2:40][CH2:41][CH2:42][NH:43][C:44]([O:46][CH2:47][C:48]2[CH:49]=[CH:50][CH:51]=[CH:52][CH:53]=2)=[O:45])=[CH:23][N:24]=1)=[O:68])([CH3:67])([CH3:66])[CH3:65]. (2) Given the reactants CN(C)[CH2:3][CH2:4]N(C)CCN(C)C.[CH2:24]([O:23][C:21](=[O:22])[CH:20](Br)[CH2:19][CH2:19][CH:20](Br)[C:21]([O:23][CH2:24][CH3:25])=[O:22])[CH3:25].C([O-])(=O)C=C.[K+], predict the reaction product. The product is: [CH3:3][CH2:4][CH2:25][CH2:24][O:23][C:21]([CH:20]=[CH2:19])=[O:22]. (3) Given the reactants [CH:1](=O)[C:2]1[CH:7]=[CH:6][CH:5]=[CH:4][CH:3]=1.[C:9](#[N:13])[CH2:10][C:11]#[N:12].NCC(O)=O, predict the reaction product. The product is: [CH:1](=[C:10]([C:9]#[N:13])[C:11]#[N:12])[C:2]1[CH:7]=[CH:6][CH:5]=[CH:4][CH:3]=1. (4) Given the reactants Cl[C:2]1[C:3]2[CH2:17][CH2:16][CH2:15][C:4]=2[N:5]=[C:6]([C:8]2[CH:13]=[CH:12][CH:11]=[C:10]([Cl:14])[CH:9]=2)[N:7]=1.[NH2:18][C:19]1[CH:24]=[CH:23][C:22]([CH2:25][S:26]([NH2:29])(=[O:28])=[O:27])=[CH:21][CH:20]=1, predict the reaction product. The product is: [Cl:14][C:10]1[CH:9]=[C:8]([C:6]2[N:7]=[C:2]([NH:18][C:19]3[CH:24]=[CH:23][C:22]([CH2:25][S:26]([NH2:29])(=[O:27])=[O:28])=[CH:21][CH:20]=3)[C:3]3[CH2:17][CH2:16][CH2:15][C:4]=3[N:5]=2)[CH:13]=[CH:12][CH:11]=1. (5) Given the reactants [Cl:1]N1C(=O)CCC1=O.[CH2:9]([O:11][C:12](=[O:25])[C@@H:13]([O:22][CH2:23][CH3:24])[CH2:14][C:15]1[CH:20]=[CH:19][C:18]([OH:21])=[CH:17][CH:16]=1)[CH3:10], predict the reaction product. The product is: [CH2:9]([O:11][C:12](=[O:25])[C@@H:13]([O:22][CH2:23][CH3:24])[CH2:14][C:15]1[CH:16]=[CH:17][C:18]([OH:21])=[C:19]([Cl:1])[CH:20]=1)[CH3:10]. (6) Given the reactants [CH2:1]([O:5][C:6]1[CH:11]=[CH:10][C:9]([S:12]([N:15]2[C:23]3[C:18](=[CH:19][C:20]([O:24][CH3:25])=[CH:21][CH:22]=3)[C:17]([CH2:26][CH2:27][C:28]#[N:29])=[CH:16]2)(=[O:14])=[O:13])=[CH:8][CH:7]=1)[CH2:2][CH2:3][CH3:4].[N:30]([Si](C)(C)C)=[N+:31]=[N-:32].C([Sn](CCCC)=O)CCC.CCCCCC, predict the reaction product. The product is: [CH2:1]([O:5][C:6]1[CH:7]=[CH:8][C:9]([S:12]([N:15]2[C:23]3[C:18](=[CH:19][C:20]([O:24][CH3:25])=[CH:21][CH:22]=3)[C:17]([CH2:26][CH2:27][C:28]3[NH:32][N:31]=[N:30][N:29]=3)=[CH:16]2)(=[O:13])=[O:14])=[CH:10][CH:11]=1)[CH2:2][CH2:3][CH3:4]. (7) The product is: [CH3:24][C:21]1([CH3:25])[C:16]2[C:15]3[N:14]([C:13](=[O:26])[C:12](=[O:27])[N:11]([CH2:10][C@@H:4]([OH:5])[C@H:3]([OH:7])[CH2:2][OH:1])[C:20]=3[CH:19]=[CH:18][CH:17]=2)[CH2:23][CH2:22]1. Given the reactants [OH:1][CH2:2][C@@H:3]1[O:7]C(C)(C)[O:5][C@H:4]1[CH2:10][N:11]1[C:20]2[CH:19]=[CH:18][CH:17]=[C:16]3[C:21]([CH3:25])([CH3:24])[CH2:22][CH2:23][N:14]([C:15]=23)[C:13](=[O:26])[C:12]1=[O:27], predict the reaction product. (8) Given the reactants [CH3:1][O:2][C:3]1[CH:19]=[CH:18][C:6]([C:7]([C:9]2[C:17]3[C:12](=[N:13][CH:14]=[CH:15][CH:16]=3)[NH:11][CH:10]=2)=[O:8])=[CH:5][CH:4]=1.[H-].[Na+].[CH2:22]([O:29][C@@H:30]1[C@@H:35]([O:36][CH2:37][C:38]2[CH:43]=[CH:42][CH:41]=[CH:40][CH:39]=2)[C@H:34]([O:44][CH2:45][C:46]2[CH:51]=[CH:50][CH:49]=[CH:48][CH:47]=2)[C@@H:33]([CH2:52][O:53][CH2:54][C:55]2[CH:60]=[CH:59][CH:58]=[CH:57][CH:56]=2)[O:32][C@@H:31]1Cl)[C:23]1[CH:28]=[CH:27][CH:26]=[CH:25][CH:24]=1, predict the reaction product. The product is: [CH2:22]([O:29][C@@H:30]1[C@@H:35]([O:36][CH2:37][C:38]2[CH:43]=[CH:42][CH:41]=[CH:40][CH:39]=2)[C@H:34]([O:44][CH2:45][C:46]2[CH:47]=[CH:48][CH:49]=[CH:50][CH:51]=2)[C@@H:33]([CH2:52][O:53][CH2:54][C:55]2[CH:56]=[CH:57][CH:58]=[CH:59][CH:60]=2)[O:32][C@H:31]1[N:11]1[C:12]2[C:17](=[CH:16][CH:15]=[CH:14][N:13]=2)[C:9]([C:7](=[O:8])[C:6]2[CH:5]=[CH:4][C:3]([O:2][CH3:1])=[CH:19][CH:18]=2)=[CH:10]1)[C:23]1[CH:24]=[CH:25][CH:26]=[CH:27][CH:28]=1. (9) Given the reactants [NH2:1][C:2]([NH2:4])=[S:3].Cl[CH2:6][C:7]1[CH2:11][CH2:10][CH2:9][C:8]=1[C:12]1[CH:17]=[CH:16][CH:15]=[CH:14][C:13]=1[F:18], predict the reaction product. The product is: [F:18][C:13]1[CH:14]=[CH:15][CH:16]=[CH:17][C:12]=1[C@:8]12[CH2:9][CH2:10][CH2:11][C@H:7]1[CH2:6][S:3][C:2]([NH2:4])=[N:1]2.